This data is from M1 muscarinic receptor antagonist screen with 61,756 compounds. The task is: Binary Classification. Given a drug SMILES string, predict its activity (active/inactive) in a high-throughput screening assay against a specified biological target. (1) The drug is S=c1n(CCCCC(=O)N2CCCC2)c(=O)c2[nH]c3c(c2[nH]1)cc(OC)cc3. The result is 0 (inactive). (2) The molecule is s1c(N2CCC(CC2)C(=O)NC2CCN(CC2)Cc2ccccc2)nnc1n1cccc1. The result is 1 (active). (3) The molecule is Brc1n(CC(O)c2ccccc2)c2c(n(c(=O)[nH]c2=O)C)n1. The result is 0 (inactive).